This data is from Forward reaction prediction with 1.9M reactions from USPTO patents (1976-2016). The task is: Predict the product of the given reaction. (1) Given the reactants [CH2:1]([OH:13])[CH2:2][CH2:3][CH2:4][CH2:5][CH2:6][CH2:7][CH2:8][CH2:9][CH2:10][CH2:11][CH3:12].[C:14](OCC)(=[O:23])[CH:15]([C:17]1[CH:22]=[CH:21][CH:20]=[CH:19][CH:18]=1)[OH:16], predict the reaction product. The product is: [C:14]([O:13][CH2:1][CH2:2][CH2:3][CH2:4][CH2:5][CH2:6][CH2:7][CH2:8][CH2:9][CH2:10][CH2:11][CH3:12])(=[O:23])[CH:15]([C:17]1[CH:22]=[CH:21][CH:20]=[CH:19][CH:18]=1)[OH:16]. (2) Given the reactants [NH2:1][C:2]1[C:3]([C:15]([O:17]C)=[O:16])=[N:4][C:5]([C:8]2[C:13]([F:14])=[CH:12][CH:11]=[CH:10][N:9]=2)=[CH:6][N:7]=1.[Li+].[OH-], predict the reaction product. The product is: [NH2:1][C:2]1[C:3]([C:15]([OH:17])=[O:16])=[N:4][C:5]([C:8]2[C:13]([F:14])=[CH:12][CH:11]=[CH:10][N:9]=2)=[CH:6][N:7]=1. (3) Given the reactants Cl.[NH2:2][CH:3]1[CH2:15][CH2:14][C:13]2[N:12]([CH2:16][C:17]3[CH:22]=[CH:21][CH:20]=[C:19]([F:23])[CH:18]=3)[C:11]3[CH:10]=[CH:9][C:8]([C:24]#[N:25])=[CH:7][C:6]=3[C:5]=2[CH2:4]1.Cl[C:27]([O:29][C:30]1[CH:35]=[CH:34][C:33]([N+:36]([O-:38])=[O:37])=[CH:32][CH:31]=1)=[O:28], predict the reaction product. The product is: [N+:36]([C:33]1[CH:32]=[CH:31][C:30]([O:29][C:27](=[O:28])[NH:2][CH:3]2[CH2:4][C:5]3[C:6]4[C:11](=[CH:10][CH:9]=[C:8]([C:24]#[N:25])[CH:7]=4)[N:12]([CH2:16][C:17]4[CH:22]=[CH:21][CH:20]=[C:19]([F:23])[CH:18]=4)[C:13]=3[CH2:14][CH2:15]2)=[CH:35][CH:34]=1)([O-:38])=[O:37]. (4) Given the reactants [C:1]([O:5][C:6]([NH:8][C@@H:9]([CH2:13][C:14]1[CH:19]=[CH:18][C:17]([O:20][CH2:21][CH2:22][CH2:23][CH:24]2[CH2:29][CH2:28][N:27]([C:30]3[O:34][N:33]=[C:32]([CH:35]([CH3:37])[CH3:36])[N:31]=3)[CH2:26][CH2:25]2)=[CH:16][C:15]=1[F:38])[C:10]([OH:12])=O)=[O:7])([CH3:4])([CH3:3])[CH3:2].Cl.[F:40][C@H:41]1[CH2:45][CH2:44][NH:43][CH2:42]1, predict the reaction product. The product is: [C:1]([O:5][C:6](=[O:7])[NH:8][C@@H:9]([CH2:13][C:14]1[CH:19]=[CH:18][C:17]([O:20][CH2:21][CH2:22][CH2:23][CH:24]2[CH2:25][CH2:26][N:27]([C:30]3[O:34][N:33]=[C:32]([CH:35]([CH3:37])[CH3:36])[N:31]=3)[CH2:28][CH2:29]2)=[CH:16][C:15]=1[F:38])[C:10]([N:43]1[CH2:44][CH2:45][C@H:41]([F:40])[CH2:42]1)=[O:12])([CH3:2])([CH3:4])[CH3:3].